Dataset: Reaction yield outcomes from USPTO patents with 853,638 reactions. Task: Predict the reaction yield, written as a fraction of the theoretical maximum amount of product (1.0 means a 100% yield; for example, 0.34 means a 34% yield). (1) The reactants are [CH3:1][N:2]1[CH2:7][CH2:6][CH:5]([O:8][C:9]2[N:14]=[C:13]([NH2:15])[CH:12]=[CH:11][CH:10]=2)[CH2:4][CH2:3]1.[Cl:16][C:17]1[CH:25]=[CH:24][CH:23]=[CH:22][C:18]=1[C:19](Cl)=[O:20]. No catalyst specified. The product is [ClH:16].[Cl:16][C:17]1[CH:25]=[CH:24][CH:23]=[CH:22][C:18]=1[C:19]([NH:15][C:13]1[CH:12]=[CH:11][CH:10]=[C:9]([O:8][CH:5]2[CH2:4][CH2:3][N:2]([CH3:1])[CH2:7][CH2:6]2)[N:14]=1)=[O:20]. The yield is 0.920. (2) The reactants are [N+:1]([C:4]1[CH:9]=[CH:8][C:7]([N:10]2[CH2:15][CH2:14][O:13][CH2:12][CH2:11]2)=[C:6]([C:16]([F:19])([F:18])[F:17])[CH:5]=1)([O-])=O. The catalyst is [Pt](=O)=O.CO. The product is [O:13]1[CH2:12][CH2:11][N:10]([C:7]2[CH:8]=[CH:9][C:4]([NH2:1])=[CH:5][C:6]=2[C:16]([F:18])([F:19])[F:17])[CH2:15][CH2:14]1. The yield is 0.580. (3) The reactants are [F:1][C:2]1[CH:7]=[CH:6][C:5]([NH:8][CH2:9][C:10]2[N:11]=[CH:12][NH:13][CH:14]=2)=[CH:4][CH:3]=1.[CH:15](=O)[CH3:16].C(O[BH-](OC(=O)C)OC(=O)C)(=O)C.[Na+].C(O)(=O)C. The catalyst is ClCCCl. The product is [CH2:15]([N:8]([C:5]1[CH:4]=[CH:3][C:2]([F:1])=[CH:7][CH:6]=1)[CH2:9][C:10]1[N:11]=[CH:12][NH:13][CH:14]=1)[CH3:16]. The yield is 0.570. (4) The reactants are C([O:3][C:4](=[O:23])[CH2:5][O:6][C:7]1[CH:12]=[CH:11][C:10]([C:13]2[CH:18]=[C:17]([C:19]#[N:20])[C:16](=[O:21])[NH:15][C:14]=2[CH3:22])=[CH:9][CH:8]=1)C.O.[OH-].[Li+]. The catalyst is O1CCOCC1.O. The product is [C:19]([C:17]1[C:16](=[O:21])[NH:15][C:14]([CH3:22])=[C:13]([C:10]2[CH:11]=[CH:12][C:7]([O:6][CH2:5][C:4]([OH:23])=[O:3])=[CH:8][CH:9]=2)[CH:18]=1)#[N:20]. The yield is 0.640. (5) The reactants are [Cl:1][CH2:2][C:3](Cl)=[O:4].[C:6]1([NH:12][C:13]2[CH:18]=[CH:17][CH:16]=[CH:15][CH:14]=2)[CH:11]=[CH:10][CH:9]=[CH:8][CH:7]=1. The catalyst is C1(C)C=CC=CC=1.O1CCCC1. The product is [Cl:1][CH2:2][C:3]([N:12]([C:13]1[CH:14]=[CH:15][CH:16]=[CH:17][CH:18]=1)[C:6]1[CH:11]=[CH:10][CH:9]=[CH:8][CH:7]=1)=[O:4]. The yield is 0.750. (6) The reactants are [F:1][C:2]1[C:7]2[NH:8][C:9](=O)[CH2:10][O:11][C:6]=2[CH:5]=[CH:4][C:3]=1[OH:13]. The catalyst is C1COCC1. The product is [F:1][C:2]1[C:7]2[NH:8][CH2:9][CH2:10][O:11][C:6]=2[CH:5]=[CH:4][C:3]=1[OH:13]. The yield is 1.00. (7) The reactants are [NH2:1][C:2]1[CH:7]=[C:6]([Cl:8])[N:5]=[C:4]([C:9]([O:11][CH3:12])=[O:10])[C:3]=1[Cl:13].[I:14](O)(=O)(=O)=O.II. The yield is 0.790. The catalyst is CO. The product is [NH2:1][C:2]1[C:7]([I:14])=[C:6]([Cl:8])[N:5]=[C:4]([C:9]([O:11][CH3:12])=[O:10])[C:3]=1[Cl:13]. (8) The reactants are [CH:1]1([C:4]2[C:9]([C:10]3[CH2:14][CH2:13][C@:12]([C:19]4[CH:24]=[CH:23][CH:22]=[C:21]([F:25])[C:20]=4[CH3:26])([C:15]([NH:17][OH:18])=[O:16])[CH:11]=3)=[CH:8][C:7]([F:27])=[CH:6][N:5]=2)[CH2:3][CH2:2]1. The catalyst is CO.[Pd]. The product is [CH:1]1([C:4]2[C:9]([C@@H:10]3[CH2:14][CH2:13][C@:12]([C:19]4[CH:24]=[CH:23][CH:22]=[C:21]([F:25])[C:20]=4[CH3:26])([C:15]([NH:17][OH:18])=[O:16])[CH2:11]3)=[CH:8][C:7]([F:27])=[CH:6][N:5]=2)[CH2:2][CH2:3]1. The yield is 0.610. (9) The reactants are Br[C:2]1[CH:3]=[C:4]2[C:9](=[CH:10][CH:11]=1)[N:8]([CH3:12])[C:7](=[O:13])[CH2:6][CH2:5]2.[CH3:14][C:15]1([CH3:31])[C:19]([CH3:21])([CH3:20])[O:18][B:17]([B:17]2[O:18][C:19]([CH3:21])([CH3:20])[C:15]([CH3:31])([CH3:14])[O:16]2)[O:16]1.C([O-])(=O)C.[K+].O1CCOCC1. The catalyst is CCOC(C)=O. The product is [CH3:12][N:8]1[C:9]2[C:4](=[CH:3][C:2]([B:17]3[O:18][C:19]([CH3:21])([CH3:20])[C:15]([CH3:31])([CH3:14])[O:16]3)=[CH:11][CH:10]=2)[CH2:5][CH2:6][C:7]1=[O:13]. The yield is 0.730.